This data is from Forward reaction prediction with 1.9M reactions from USPTO patents (1976-2016). The task is: Predict the product of the given reaction. (1) The product is: [F:1][C:2]1[CH:3]=[CH:4][C:5]([CH2:6][NH:7][C:8]([C:10]2[C:11](=[O:22])[C:12]3[S:18][C:17]([CH2:19][OH:20])=[C:16]([CH3:21])[C:13]=3[N:14]([CH3:25])[CH:15]=2)=[O:9])=[CH:23][CH:24]=1. Given the reactants [F:1][C:2]1[CH:24]=[CH:23][C:5]([CH2:6][NH:7][C:8]([C:10]2[C:11]([OH:22])=[C:12]3[S:18][C:17]([CH2:19][OH:20])=[C:16]([CH3:21])[C:13]3=[N:14][CH:15]=2)=[O:9])=[CH:4][CH:3]=1.[C:25](=O)([O-])[O-].[K+].[K+].IC.O, predict the reaction product. (2) The product is: [C:1]([C:5]1[CH:21]=[CH:20][C:8]([CH2:9][N:10]2[C:18]3[C:13](=[CH:14][C:15]([NH:19][C:35]([NH:34][C@H:26]([C:25]([OH:37])=[O:24])[CH2:27][C:28]4[CH:29]=[CH:30][CH:31]=[CH:32][CH:33]=4)=[O:36])=[CH:16][CH:17]=3)[CH:12]=[CH:11]2)=[CH:7][CH:6]=1)([CH3:4])([CH3:2])[CH3:3]. Given the reactants [C:1]([C:5]1[CH:21]=[CH:20][C:8]([CH2:9][N:10]2[C:18]3[C:13](=[CH:14][C:15]([NH2:19])=[CH:16][CH:17]=3)[CH:12]=[CH:11]2)=[CH:7][CH:6]=1)([CH3:4])([CH3:3])[CH3:2].C([O:24][C:25](=[O:37])[CH:26]([N:34]=[C:35]=[O:36])[CH2:27][C:28]1[CH:33]=[CH:32][CH:31]=[CH:30][CH:29]=1)C.O.[OH-].[Li+], predict the reaction product. (3) Given the reactants [CH2:1]([OH:9])[CH:2](O)[CH2:3][CH2:4][CH2:5][CH2:6][OH:7].[CH2:10]([O:12]COCC)C.C1(C)C(S(O)(=O)=O)=CC=CC=1, predict the reaction product. The product is: [OH:7][CH2:6][CH2:5][CH2:4][CH2:3][CH:2]1[CH2:10][O:12][O:9][CH2:1]1.